This data is from Catalyst prediction with 721,799 reactions and 888 catalyst types from USPTO. The task is: Predict which catalyst facilitates the given reaction. (1) Reactant: [N:1]1[C:10]2[C:5](=[CH:6][CH:7]=[CH:8][C:9]=2[NH:11][S:12]([C:15]2[C:20](N)=[CH:19][CH:18]=[CH:17][N:16]=2)(=[O:14])=[O:13])[CH:4]=[CH:3][CH:2]=1.N(OC(C)(C)C)=O.CC(O)=O. Product: [N:16]1[C:15]2[S:12](=[O:14])(=[O:13])[NH:11][C:9]3[C:8](=[CH:7][CH:6]=[C:5]4[C:10]=3[N:1]=[CH:2][CH:3]=[CH:4]4)[C:20]=2[CH:19]=[CH:18][CH:17]=1. The catalyst class is: 1. (2) Reactant: [Cl:1][C:2]1[C:3](=[O:30])[N:4]([C:19]2[C:24]([CH3:25])=[CH:23][N:22]=[C:21]([C:26]([O:28]C)=[O:27])[CH:20]=2)[C:5]([CH3:18])=[CH:6][C:7]=1[O:8][CH2:9][C:10]1[CH:15]=[CH:14][C:13]([F:16])=[CH:12][C:11]=1[F:17].[OH-].[Na+].C(O)(=O)C. Product: [Cl:1][C:2]1[C:3](=[O:30])[N:4]([C:19]2[C:24]([CH3:25])=[CH:23][N:22]=[C:21]([C:26]([OH:28])=[O:27])[CH:20]=2)[C:5]([CH3:18])=[CH:6][C:7]=1[O:8][CH2:9][C:10]1[CH:15]=[CH:14][C:13]([F:16])=[CH:12][C:11]=1[F:17]. The catalyst class is: 12. (3) Reactant: [N:1]1C=CC=CC=1.Cl[C:8]([O:10][CH2:11][C:12]1[CH:17]=[CH:16][CH:15]=[CH:14][CH:13]=1)=[O:9].O.C(OCC)(=O)C. Product: [C:8](=[O:9])([O:10][CH2:11][C:12]1[CH:17]=[CH:16][CH:15]=[CH:14][CH:13]=1)[NH2:1]. The catalyst class is: 7.